Task: Regression. Given two drug SMILES strings and cell line genomic features, predict the synergy score measuring deviation from expected non-interaction effect.. Dataset: NCI-60 drug combinations with 297,098 pairs across 59 cell lines (1) Drug 1: C1=NC(=NC(=O)N1C2C(C(C(O2)CO)O)O)N. Drug 2: N.N.Cl[Pt+2]Cl. Cell line: UACC62. Synergy scores: CSS=72.1, Synergy_ZIP=-0.376, Synergy_Bliss=-0.439, Synergy_Loewe=2.84, Synergy_HSA=5.53. (2) Drug 1: C1=CC=C(C(=C1)C(C2=CC=C(C=C2)Cl)C(Cl)Cl)Cl. Drug 2: C1CN(CCN1C(=O)CCBr)C(=O)CCBr. Cell line: PC-3. Synergy scores: CSS=9.43, Synergy_ZIP=1.20, Synergy_Bliss=6.10, Synergy_Loewe=-2.34, Synergy_HSA=2.74. (3) Drug 2: CC1CCC2CC(C(=CC=CC=CC(CC(C(=O)C(C(C(=CC(C(=O)CC(OC(=O)C3CCCCN3C(=O)C(=O)C1(O2)O)C(C)CC4CCC(C(C4)OC)OCCO)C)C)O)OC)C)C)C)OC. Cell line: UACC62. Drug 1: CC1=C2C(C(=O)C3(C(CC4C(C3C(C(C2(C)C)(CC1OC(=O)C(C(C5=CC=CC=C5)NC(=O)C6=CC=CC=C6)O)O)OC(=O)C7=CC=CC=C7)(CO4)OC(=O)C)O)C)OC(=O)C. Synergy scores: CSS=9.51, Synergy_ZIP=-1.50, Synergy_Bliss=2.36, Synergy_Loewe=1.25, Synergy_HSA=2.88. (4) Drug 1: CC1=C(C(=CC=C1)Cl)NC(=O)C2=CN=C(S2)NC3=CC(=NC(=N3)C)N4CCN(CC4)CCO. Synergy scores: CSS=4.57, Synergy_ZIP=-0.0262, Synergy_Bliss=2.38, Synergy_Loewe=-5.18, Synergy_HSA=-0.845. Drug 2: C1CNP(=O)(OC1)N(CCCl)CCCl. Cell line: A549. (5) Drug 1: C1=CC(=CC=C1CCC2=CNC3=C2C(=O)NC(=N3)N)C(=O)NC(CCC(=O)O)C(=O)O. Drug 2: CC12CCC3C(C1CCC2OP(=O)(O)O)CCC4=C3C=CC(=C4)OC(=O)N(CCCl)CCCl.[Na+]. Cell line: ACHN. Synergy scores: CSS=22.0, Synergy_ZIP=-0.314, Synergy_Bliss=-0.299, Synergy_Loewe=-12.8, Synergy_HSA=1.44. (6) Cell line: MALME-3M. Drug 1: C1=NC2=C(N1)C(=S)N=C(N2)N. Drug 2: CN(CCCl)CCCl.Cl. Synergy scores: CSS=11.0, Synergy_ZIP=-10.3, Synergy_Bliss=-3.04, Synergy_Loewe=-11.0, Synergy_HSA=-3.61. (7) Drug 1: COC1=C(C=C2C(=C1)N=CN=C2NC3=CC(=C(C=C3)F)Cl)OCCCN4CCOCC4. Drug 2: COCCOC1=C(C=C2C(=C1)C(=NC=N2)NC3=CC=CC(=C3)C#C)OCCOC.Cl. Cell line: DU-145. Synergy scores: CSS=36.4, Synergy_ZIP=-3.07, Synergy_Bliss=-2.61, Synergy_Loewe=2.40, Synergy_HSA=3.44.